From a dataset of Reaction yield outcomes from USPTO patents with 853,638 reactions. Predict the reaction yield, written as a fraction of the theoretical maximum amount of product (1.0 means a 100% yield; for example, 0.34 means a 34% yield). (1) The catalyst is ClCCl.CC(C)=O. The reactants are [CH3:1][N:2]1[C:6]([CH3:7])=[CH:5][C:4]([C:8]2[CH:13]=[CH:12][CH:11]=[CH:10][CH:9]=2)=[C:3]1[C:14](=[O:18])[C:15](Cl)=[O:16].[CH3:19][C:20]1[CH:25]=[C:24]([CH3:26])[N:23]=[C:22]([N:27]2[CH2:32][CH2:31][N:30]([C:33]3[CH:38]=[CH:37][C:36]([NH2:39])=[CH:35][CH:34]=3)[CH2:29][CH2:28]2)[CH:21]=1.C(N(CC)CC)C. The yield is 0.740. The product is [CH3:1][N:2]1[C:6]([CH3:7])=[CH:5][C:4]([C:8]2[CH:13]=[CH:12][CH:11]=[CH:10][CH:9]=2)=[C:3]1[C:14](=[O:18])[C:15]([NH:39][C:36]1[CH:35]=[CH:34][C:33]([N:30]2[CH2:31][CH2:32][N:27]([C:22]3[CH:21]=[C:20]([CH3:19])[CH:25]=[C:24]([CH3:26])[N:23]=3)[CH2:28][CH2:29]2)=[CH:38][CH:37]=1)=[O:16]. (2) The reactants are [CH2:1]([NH:4][C:5](=[O:11])[O:6][C:7]([CH3:10])([CH3:9])[CH3:8])[C:2]#[CH:3].C(=O)([O-])[O-].[Na+].[Na+].Br[C:19]1[CH:20]=[N:21][CH:22]=[CH:23][CH:24]=1. The catalyst is C(O)C.C(COC)OC.C1C=CC([P]([Pd]([P](C2C=CC=CC=2)(C2C=CC=CC=2)C2C=CC=CC=2)([P](C2C=CC=CC=2)(C2C=CC=CC=2)C2C=CC=CC=2)[P](C2C=CC=CC=2)(C2C=CC=CC=2)C2C=CC=CC=2)(C2C=CC=CC=2)C2C=CC=CC=2)=CC=1.[Cu]I. The product is [N:21]1[CH:22]=[CH:23][CH:24]=[C:19]([C:3]#[C:2][CH2:1][NH:4][C:5](=[O:11])[O:6][C:7]([CH3:8])([CH3:10])[CH3:9])[CH:20]=1. The yield is 0.970. (3) The reactants are [CH:1]1([CH2:6][OH:7])[CH2:5][CH2:4][CH2:3][CH2:2]1.[CH3:8][C:9]1[CH:14]=[CH:13][C:12]([S:15](Cl)(=[O:17])=[O:16])=[CH:11][CH:10]=1. The catalyst is CN(C)C1C=CN=CC=1.ClCCl.N1C=CC=CC=1.Cl. The product is [CH3:8][C:9]1[CH:14]=[CH:13][C:12]([S:15]([O:7][CH2:6][CH:1]2[CH2:5][CH2:4][CH2:3][CH2:2]2)(=[O:17])=[O:16])=[CH:11][CH:10]=1. The yield is 0.760. (4) The reactants are [CH3:1][O:2][C:3](=[O:18])[C:4]1[C:5](=[C:10]([CH3:17])[C:11]([CH:15]=[CH2:16])=[CH:12][C:13]=1[OH:14])[C:6]([O:8][CH3:9])=[O:7]. The catalyst is C1C=CC=CC=1.CCOC(C)=O. The product is [CH3:1][O:2][C:3](=[O:18])[C:4]1[C:5](=[C:10]([CH3:17])[C:11]([CH2:15][CH3:16])=[CH:12][C:13]=1[OH:14])[C:6]([O:8][CH3:9])=[O:7]. The yield is 0.880. (5) The reactants are [NH2:1][C:2]1[CH:3]=[CH:4][C:5]2[O:9][CH2:8][C:7](=[O:10])[C:6]=2[CH:11]=1.[CH3:12][N:13]=[C:14]=[O:15]. The catalyst is O1CCCC1. The product is [CH3:12][NH:13][C:14]([NH:1][C:2]1[CH:3]=[CH:4][C:5]2[O:9][CH2:8][C:7](=[O:10])[C:6]=2[CH:11]=1)=[O:15]. The yield is 0.740. (6) The reactants are [CH:1]1[C:10]2[C@@H:11]3[CH2:16][NH:15][CH2:14][CH2:13][C@@H:12]3[N:8]3[C:9]=2[C:4]([CH2:5][CH2:6][CH2:7]3)=[CH:3][CH:2]=1.Cl[CH2:18][CH2:19][CH2:20][C:21]([C:23]1[CH:28]=[CH:27][CH:26]=[CH:25][C:24]=1[NH2:29])=[O:22].C([O-])([O-])=O.[K+].[K+]. No catalyst specified. The product is [CH:1]1[C:10]2[C@@H:11]3[CH2:16][N:15]([CH2:18][CH2:19][CH2:20][C:21]([C:23]4[CH:28]=[CH:27][CH:26]=[CH:25][C:24]=4[NH2:29])=[O:22])[CH2:14][CH2:13][C@@H:12]3[N:8]3[C:9]=2[C:4]([CH2:5][CH2:6][CH2:7]3)=[CH:3][CH:2]=1. The yield is 0.160. (7) The reactants are [F:1][C:2]1[N:7]=[CH:6][C:5]([CH:8]2[O:12][CH:11]([CH2:13][OH:14])[CH2:10][CH2:9]2)=[CH:4][CH:3]=1.[O:15]1[CH:20]=[CH:19][CH2:18][CH2:17][CH2:16]1.C1(C)C=CC(S(O)(=O)=O)=CC=1. The catalyst is ClCCl.C(=O)(O)[O-].[Na+]. The product is [F:1][C:2]1[CH:3]=[CH:4][C:5]([CH:8]2[CH2:9][CH2:10][CH:11]([CH2:13][O:14][CH:16]3[CH2:17][CH2:18][CH2:19][CH2:20][O:15]3)[O:12]2)=[CH:6][N:7]=1. The yield is 0.670. (8) The reactants are [NH2:1][C:2]1[CH:3]=[C:4]([C:9]([N:11]2[CH2:17][C:16]3([CH3:19])[CH2:18][CH:12]2[CH2:13][C:14]([CH3:21])([CH3:20])[CH2:15]3)=[O:10])[CH:5]=[CH:6][C:7]=1[NH2:8].[CH:22]([CH:24]1[CH2:26][CH:25]1[C:27]([O:29][CH2:30][CH3:31])=[O:28])=O. The catalyst is CN1C(=O)CCC1. The product is [CH2:30]([O:29][C:27]([CH:25]1[CH2:26][CH:24]1[C:22]1[NH:8][C:7]2[CH:6]=[CH:5][C:4]([C:9]([N:11]3[CH2:17][C:16]4([CH3:19])[CH2:18][CH:12]3[CH2:13][C:14]([CH3:21])([CH3:20])[CH2:15]4)=[O:10])=[CH:3][C:2]=2[N:1]=1)=[O:28])[CH3:31]. The yield is 0.0800. (9) The reactants are C[O:2][C:3](=[O:19])[C:4]1[CH:9]=[CH:8][C:7]([O:10][C:11]2[CH:16]=[CH:15][C:14]([Cl:17])=[CH:13][CH:12]=2)=[C:6]([Br:18])[CH:5]=1.[OH-].[Na+].Cl. The catalyst is CO.O. The product is [Br:18][C:6]1[CH:5]=[C:4]([CH:9]=[CH:8][C:7]=1[O:10][C:11]1[CH:16]=[CH:15][C:14]([Cl:17])=[CH:13][CH:12]=1)[C:3]([OH:19])=[O:2]. The yield is 0.780. (10) The reactants are [H-].[Na+].[NH2:3][C:4]1[N:11]=[CH:10][C:9]([CH2:12][N:13]2[CH2:18][C@@H:17]([CH3:19])[O:16][C@@H:15]([CH3:20])[CH2:14]2)=[CH:8][C:5]=1[C:6]#[N:7].Cl[C:22]([O:24][CH2:25][CH3:26])=[O:23].C(=O)(O)[O-].[Na+]. The catalyst is C1COCC1. The product is [C:6]([C:5]1[C:4]([NH:3][C:22](=[O:23])[O:24][CH2:25][CH3:26])=[N:11][CH:10]=[C:9]([CH2:12][N:13]2[CH2:14][C@@H:15]([CH3:20])[O:16][C@@H:17]([CH3:19])[CH2:18]2)[CH:8]=1)#[N:7]. The yield is 0.800.